Dataset: Full USPTO retrosynthesis dataset with 1.9M reactions from patents (1976-2016). Task: Predict the reactants needed to synthesize the given product. (1) Given the product [Br:9][C:4]1[CH:3]=[C:2]([NH:1][CH2:16][CH:13]2[CH2:14][CH2:15][O:10][CH2:11][CH2:12]2)[CH:7]=[N:6][C:5]=1[Cl:8], predict the reactants needed to synthesize it. The reactants are: [NH2:1][C:2]1[CH:3]=[C:4]([Br:9])[C:5]([Cl:8])=[N:6][CH:7]=1.[O:10]1[CH2:15][CH2:14][CH:13]([CH:16]=O)[CH2:12][CH2:11]1.C(O)(=O)C.C(O[BH-](OC(=O)C)OC(=O)C)(=O)C.[Na+]. (2) Given the product [Br:1][C:2]1[C:7]([CH2:8][CH2:9][NH:10][C:21](=[O:23])[CH3:22])=[CH:6][CH:5]=[CH:4][N:3]=1, predict the reactants needed to synthesize it. The reactants are: [Br:1][C:2]1[C:7]([CH2:8][C:9]#[N:10])=[CH:6][CH:5]=[CH:4][N:3]=1.CSC.C(N(CC)CC)C.[C:21](OC(=O)C)(=[O:23])[CH3:22]. (3) Given the product [N:25]1([C:23]([CH2:22][O:11][C:8]2[CH:9]=[CH:10][C:5]([C:1]([CH3:4])([CH3:2])[CH3:3])=[CH:6][C:7]=2[N+:12]([O-:14])=[O:13])=[O:24])[CH2:30][CH2:29][O:28][CH2:27][CH2:26]1, predict the reactants needed to synthesize it. The reactants are: [C:1]([C:5]1[CH:10]=[CH:9][C:8]([OH:11])=[C:7]([N+:12]([O-:14])=[O:13])[CH:6]=1)([CH3:4])([CH3:3])[CH3:2].C([O-])([O-])=O.[K+].[K+].Br[CH2:22][C:23]([N:25]1[CH2:30][CH2:29][O:28][CH2:27][CH2:26]1)=[O:24]. (4) Given the product [F:1][C:2]([F:7])([F:6])[C:3]([OH:5])=[O:4].[C:8]1([C:14]2[CH:19]=[C:18]([CH:20]3[CH2:21][CH2:22][N:23]([CH2:42][C:37]4[CH:38]=[CH:39][CH:40]=[CH:41][N:36]=4)[CH2:24][CH2:25]3)[CH:17]=[CH:16][C:15]=2[NH:26][C:27]([C:29]2[NH:30][CH:31]=[C:32]([C:34]#[N:35])[N:33]=2)=[O:28])[CH2:13][CH2:12][CH2:11][CH2:10][CH:9]=1, predict the reactants needed to synthesize it. The reactants are: [F:1][C:2]([F:7])([F:6])[C:3]([OH:5])=[O:4].[C:8]1([C:14]2[CH:19]=[C:18]([CH:20]3[CH2:25][CH2:24][NH:23][CH2:22][CH2:21]3)[CH:17]=[CH:16][C:15]=2[NH:26][C:27]([C:29]2[NH:30][CH:31]=[C:32]([C:34]#[N:35])[N:33]=2)=[O:28])[CH2:13][CH2:12][CH2:11][CH2:10][CH:9]=1.[N:36]1[CH:41]=[CH:40][CH:39]=[CH:38][C:37]=1[CH:42]=O.CCN(CC)CC.C(O[BH-](OC(=O)C)OC(=O)C)(=O)C.[Na+]. (5) The reactants are: [NH:1]1[CH:5]=[CH:4][N:3]=[N:2]1.C(=O)([O-])[O-].[K+].[K+].[I-].[K+].Br[CH2:15][CH2:16][CH2:17][OH:18]. Given the product [N:1]1([CH2:15][CH2:16][CH2:17][OH:18])[CH:5]=[CH:4][N:3]=[N:2]1, predict the reactants needed to synthesize it. (6) Given the product [O:17]1[CH:18]=[CH:19][CH:20]=[C:16]1[C:10]1[C:9]([O:8][C:6]2[CH:5]=[CH:4][N:3]=[C:2]([NH:26][C:25]3[CH:27]=[C:28]([O:32][CH3:33])[C:29]([O:30][CH3:31])=[C:23]([O:22][CH3:21])[CH:24]=3)[CH:7]=2)=[CH:14][CH:13]=[C:12]([CH3:15])[N:11]=1, predict the reactants needed to synthesize it. The reactants are: Cl[C:2]1[CH:7]=[C:6]([O:8][C:9]2[C:10]([C:16]3[O:17][CH:18]=[CH:19][CH:20]=3)=[N:11][C:12]([CH3:15])=[CH:13][CH:14]=2)[CH:5]=[CH:4][N:3]=1.[CH3:21][O:22][C:23]1[CH:24]=[C:25]([CH:27]=[C:28]([O:32][CH3:33])[C:29]=1[O:30][CH3:31])[NH2:26].C([O-])([O-])=O.[Cs+].[Cs+].CC1(C)C2C(=C(P(C3C=CC=CC=3)C3C=CC=CC=3)C=CC=2)OC2C(P(C3C=CC=CC=3)C3C=CC=CC=3)=CC=CC1=2. (7) Given the product [CH3:1][C:2]1[O:3][C:4]([C:7]2[C:15]3[C:14]([C:16]4[CH:17]=[C:18]([CH:19]=[CH:20][CH:21]=4)[NH2:22])=[N:13][CH:12]=[N:11][C:10]=3[N:9]([CH2:25][O:26][CH2:27][CH2:28][Si:29]([CH3:30])([CH3:32])[CH3:31])[CH:8]=2)=[N:5][N:6]=1, predict the reactants needed to synthesize it. The reactants are: [CH3:1][C:2]1[O:3][C:4]([C:7]2[C:15]3[C:14]([C:16]4[CH:21]=[CH:20][CH:19]=[C:18]([N+:22]([O-])=O)[CH:17]=4)=[N:13][CH:12]=[N:11][C:10]=3[N:9]([CH2:25][O:26][CH2:27][CH2:28][Si:29]([CH3:32])([CH3:31])[CH3:30])[CH:8]=2)=[N:5][N:6]=1.